Dataset: Forward reaction prediction with 1.9M reactions from USPTO patents (1976-2016). Task: Predict the product of the given reaction. Given the reactants [CH:1]1([CH2:4][O:5][C:6]2[C:7]([OH:24])=[C:8]([C:14]3[CH:15]=[C:16]4[C:20](=[CH:21][CH:22]=3)[C:19](=[O:23])[O:18][CH2:17]4)[CH:9]=[CH:10][C:11]=2[O:12][CH3:13])[CH2:3][CH2:2]1.C(=O)([O-])[O-].[K+].[K+].[CH2:31]([O:33][C:34](=[O:37])[CH2:35]Br)[CH3:32], predict the reaction product. The product is: [CH:1]1([CH2:4][O:5][C:6]2[C:11]([O:12][CH3:13])=[CH:10][CH:9]=[C:8]([C:14]3[CH:15]=[C:16]4[C:20](=[CH:21][CH:22]=3)[C:19](=[O:23])[O:18][CH2:17]4)[C:7]=2[O:24][CH2:35][C:34]([O:33][CH2:31][CH3:32])=[O:37])[CH2:3][CH2:2]1.